From a dataset of Forward reaction prediction with 1.9M reactions from USPTO patents (1976-2016). Predict the product of the given reaction. Given the reactants [NH2:1][C:2]1[N:10]=[CH:9][N:8]=[C:7]2[C:3]=1[N:4]=[CH:5][N:6]2[C@H:11]1[C@@H:15]2[O:16]C(C)(C)[O:18][C@@H:14]2[C@@H:13]([CH2:21][N:22]([CH3:42])[CH:23]2[CH2:26][CH:25]([CH2:27][NH:28][C:29]([NH:31][C:32]3[CH:37]=[CH:36][C:35]([C:38]([CH3:41])([CH3:40])[CH3:39])=[CH:34][CH:33]=3)=[O:30])[CH2:24]2)[O:12]1, predict the reaction product. The product is: [NH2:1][C:2]1[N:10]=[CH:9][N:8]=[C:7]2[C:3]=1[N:4]=[CH:5][N:6]2[C@@H:11]1[O:12][C@H:13]([CH2:21][N:22]([CH3:42])[CH:23]2[CH2:26][CH:25]([CH2:27][NH:28][C:29]([NH:31][C:32]3[CH:33]=[CH:34][C:35]([C:38]([CH3:41])([CH3:39])[CH3:40])=[CH:36][CH:37]=3)=[O:30])[CH2:24]2)[C@@H:14]([OH:18])[C@H:15]1[OH:16].